From a dataset of NCI-60 drug combinations with 297,098 pairs across 59 cell lines. Regression. Given two drug SMILES strings and cell line genomic features, predict the synergy score measuring deviation from expected non-interaction effect. (1) Drug 1: C1=C(C(=O)NC(=O)N1)F. Drug 2: CS(=O)(=O)CCNCC1=CC=C(O1)C2=CC3=C(C=C2)N=CN=C3NC4=CC(=C(C=C4)OCC5=CC(=CC=C5)F)Cl. Cell line: ACHN. Synergy scores: CSS=50.5, Synergy_ZIP=3.54, Synergy_Bliss=5.02, Synergy_Loewe=5.66, Synergy_HSA=7.73. (2) Drug 1: C1=CC(=CC=C1CCC2=CNC3=C2C(=O)NC(=N3)N)C(=O)NC(CCC(=O)O)C(=O)O. Drug 2: CCC1=C2CN3C(=CC4=C(C3=O)COC(=O)C4(CC)O)C2=NC5=C1C=C(C=C5)O. Cell line: SF-295. Synergy scores: CSS=41.6, Synergy_ZIP=-1.30, Synergy_Bliss=-2.32, Synergy_Loewe=-5.94, Synergy_HSA=1.38. (3) Drug 1: CCCCCOC(=O)NC1=NC(=O)N(C=C1F)C2C(C(C(O2)C)O)O. Drug 2: CC12CCC3C(C1CCC2OP(=O)(O)O)CCC4=C3C=CC(=C4)OC(=O)N(CCCl)CCCl.[Na+]. Cell line: SF-268. Synergy scores: CSS=2.19, Synergy_ZIP=-0.0215, Synergy_Bliss=1.89, Synergy_Loewe=0.736, Synergy_HSA=-0.111. (4) Drug 1: C1=CN(C=N1)CC(O)(P(=O)(O)O)P(=O)(O)O. Drug 2: CN(CC1=CN=C2C(=N1)C(=NC(=N2)N)N)C3=CC=C(C=C3)C(=O)NC(CCC(=O)O)C(=O)O. Cell line: OVCAR-5. Synergy scores: CSS=41.1, Synergy_ZIP=0.279, Synergy_Bliss=2.79, Synergy_Loewe=-7.24, Synergy_HSA=1.93. (5) Drug 1: CCC1(CC2CC(C3=C(CCN(C2)C1)C4=CC=CC=C4N3)(C5=C(C=C6C(=C5)C78CCN9C7C(C=CC9)(C(C(C8N6C=O)(C(=O)OC)O)OC(=O)C)CC)OC)C(=O)OC)O.OS(=O)(=O)O. Cell line: HCC-2998. Drug 2: CC1CCC2CC(C(=CC=CC=CC(CC(C(=O)C(C(C(=CC(C(=O)CC(OC(=O)C3CCCCN3C(=O)C(=O)C1(O2)O)C(C)CC4CCC(C(C4)OC)OCCO)C)C)O)OC)C)C)C)OC. Synergy scores: CSS=15.7, Synergy_ZIP=2.98, Synergy_Bliss=5.57, Synergy_Loewe=-0.357, Synergy_HSA=4.54. (6) Drug 2: C#CCC(CC1=CN=C2C(=N1)C(=NC(=N2)N)N)C3=CC=C(C=C3)C(=O)NC(CCC(=O)O)C(=O)O. Drug 1: C1=CC=C(C=C1)NC(=O)CCCCCCC(=O)NO. Cell line: BT-549. Synergy scores: CSS=36.4, Synergy_ZIP=11.3, Synergy_Bliss=11.3, Synergy_Loewe=6.51, Synergy_HSA=12.5. (7) Drug 1: CC1=CC2C(CCC3(C2CCC3(C(=O)C)OC(=O)C)C)C4(C1=CC(=O)CC4)C. Drug 2: CS(=O)(=O)OCCCCOS(=O)(=O)C. Cell line: BT-549. Synergy scores: CSS=-0.0710, Synergy_ZIP=-1.28, Synergy_Bliss=0.126, Synergy_Loewe=-6.53, Synergy_HSA=-2.70. (8) Drug 1: CCN(CC)CCNC(=O)C1=C(NC(=C1C)C=C2C3=C(C=CC(=C3)F)NC2=O)C. Drug 2: C#CCC(CC1=CN=C2C(=N1)C(=NC(=N2)N)N)C3=CC=C(C=C3)C(=O)NC(CCC(=O)O)C(=O)O. Cell line: NCI/ADR-RES. Synergy scores: CSS=16.6, Synergy_ZIP=1.61, Synergy_Bliss=1.55, Synergy_Loewe=-4.18, Synergy_HSA=1.52.